Predict the product of the given reaction. From a dataset of Forward reaction prediction with 1.9M reactions from USPTO patents (1976-2016). (1) Given the reactants [CH:1]1[C:2]([CH2:10][C@@H:11]([NH2:28])[CH2:12][C:13]([N:15]2[CH2:27][C:19]3=[N:20][N:21]=[C:22]([C:23]([F:26])([F:25])[F:24])[N:18]3[CH2:17][CH2:16]2)=[O:14])=[C:3]([F:9])[CH:4]=[C:5]([F:8])[C:6]=1[F:7].[P:29](=[O:33])([OH:32])([OH:31])[OH:30].C(OCC)(=O)C.C(OCC(C)C)(=O)C, predict the reaction product. The product is: [CH:1]1[C:2]([CH2:10][C@@H:11]([NH2:28])[CH2:12][C:13]([N:15]2[CH2:27][C:19]3=[N:20][N:21]=[C:22]([C:23]([F:26])([F:25])[F:24])[N:18]3[CH2:17][CH2:16]2)=[O:14])=[C:3]([F:9])[CH:4]=[C:5]([F:8])[C:6]=1[F:7].[OH2:30].[OH:31][P:29]([OH:33])([OH:32])=[O:30]. (2) Given the reactants [Br:1][C:2]1[CH:3]=[CH:4][C:5]([O:9][CH3:10])=[C:6]([OH:8])[CH:7]=1.[CH3:11][N:12]1[CH2:16][CH2:15][C@H:14](O)[CH2:13]1, predict the reaction product. The product is: [Br:1][C:2]1[CH:3]=[CH:4][C:5]([O:9][CH3:10])=[C:6]([CH:7]=1)[O:8][C@@H:14]1[CH2:15][CH2:16][N:12]([CH3:11])[CH2:13]1.